Task: Predict which catalyst facilitates the given reaction.. Dataset: Catalyst prediction with 721,799 reactions and 888 catalyst types from USPTO (1) Reactant: [C:1]([NH:9][NH2:10])(=O)[C:2]1[CH:7]=[CH:6][N:5]=[CH:4][CH:3]=1.Cl.C(O[C:15](=[NH:22])[CH2:16][C:17]([O:19][CH2:20][CH3:21])=[O:18])C. Product: [N:5]1[CH:6]=[CH:7][C:2]([C:1]2[N:22]=[C:15]([CH2:16][C:17]([O:19][CH2:20][CH3:21])=[O:18])[NH:10][N:9]=2)=[CH:3][CH:4]=1. The catalyst class is: 8. (2) Reactant: S([N:11]1[C:19]2[C:14](=[CH:15][CH:16]=[CH:17][CH:18]=2)[C:13]([N:20]2[CH2:25][CH2:24][N:23]([C:26]([O:28][C:29]([CH3:32])([CH3:31])[CH3:30])=[O:27])[CH2:22][CH2:21]2)=[N:12]1)(C1C=CC(C)=CC=1)(=O)=O.[OH-].[Na+].CO. Product: [NH:11]1[C:19]2[C:14](=[CH:15][CH:16]=[CH:17][CH:18]=2)[C:13]([N:20]2[CH2:21][CH2:22][N:23]([C:26]([O:28][C:29]([CH3:32])([CH3:31])[CH3:30])=[O:27])[CH2:24][CH2:25]2)=[N:12]1. The catalyst class is: 6. (3) Reactant: [CH3:1][O:2][C:3]([C:5]1[CH:6]=[C:7]([CH:11]=[CH:12][CH:13]=1)[C:8]([OH:10])=O)=[O:4].ON1C2C=CC=CC=2N=N1.Cl.C(N=C=NCCCN(C)C)C.[CH:36]1([C:39]([N:41]2[CH2:46][CH2:45][NH:44][CH2:43][CH2:42]2)=[O:40])[CH2:38][CH2:37]1. Product: [CH:36]1([C:39]([N:41]2[CH2:46][CH2:45][N:44]([C:8]([C:7]3[CH:6]=[C:5]([CH:13]=[CH:12][CH:11]=3)[C:3]([O:2][CH3:1])=[O:4])=[O:10])[CH2:43][CH2:42]2)=[O:40])[CH2:37][CH2:38]1. The catalyst class is: 884. (4) The catalyst class is: 2. Reactant: [CH3:1][N:2]1[CH2:7][CH2:6][C:5]([CH2:14][N:15]2CCNCC2)([C:8]2[CH:13]=[CH:12][CH:11]=[CH:10][CH:9]=2)[CH2:4][CH2:3]1.C1(C(N=C=O)C2C=CC=CC=2)C=CC=CC=1. Product: [CH3:1][N:2]1[CH2:7][CH2:6][C:5]([C:8]2[CH:13]=[CH:12][CH:11]=[CH:10][CH:9]=2)([C:14]#[N:15])[CH2:4][CH2:3]1. (5) Reactant: [NH2:1][C:2]1[CH:3]=[C:4]([C:8]#[C:9][C:10]2[CH:11]=[N:12][C:13]([NH2:16])=[N:14][CH:15]=2)[CH:5]=[CH:6][CH:7]=1.C(N(CC)CC)C.[C:24]([C:28]1[S:32][C:31]([NH:33][C:34](=O)[O:35]C2C=CC=CC=2)=[N:30][N:29]=1)([CH3:27])([CH3:26])[CH3:25]. Product: [NH2:16][C:13]1[N:12]=[CH:11][C:10]([C:9]#[C:8][C:4]2[CH:3]=[C:2]([NH:1][C:34]([NH:33][C:31]3[S:32][C:28]([C:24]([CH3:27])([CH3:26])[CH3:25])=[N:29][N:30]=3)=[O:35])[CH:7]=[CH:6][CH:5]=2)=[CH:15][N:14]=1. The catalyst class is: 1. (6) Reactant: [NH2:1][C:2]1[N:6]=[CH:5][NH:4][N:3]=1.[CH:7]([CH:10]([C:16](OCC)=[O:17])[C:11](OCC)=[O:12])([CH3:9])[CH3:8].C(N(CCCC)CCCC)CCC. Product: [OH:12][C:11]1[C:10]([CH:7]([CH3:9])[CH3:8])=[C:16]([OH:17])[N:3]2[N:4]=[CH:5][N:6]=[C:2]2[N:1]=1. The catalyst class is: 74. (7) Reactant: [C:1]1([C:7]2[C:8]3[CH:18]=[CH:17][CH:16]=[CH:15][C:9]=3[S:10][C:11]=2[CH:12]([NH2:14])[CH3:13])[CH:6]=[CH:5][CH:4]=[CH:3][CH:2]=1.Cl[C:20]1[N:28]=[CH:27][N:26]=[C:25]2[C:21]=1[N:22]=[CH:23][NH:24]2.CCN(C(C)C)C(C)C. Product: [C:1]1([C:7]2[C:8]3[CH:18]=[CH:17][CH:16]=[CH:15][C:9]=3[S:10][C:11]=2[CH:12]([NH:14][C:20]2[N:28]=[CH:27][N:26]=[C:25]3[C:21]=2[N:22]=[CH:23][NH:24]3)[CH3:13])[CH:2]=[CH:3][CH:4]=[CH:5][CH:6]=1. The catalyst class is: 51.